Dataset: Forward reaction prediction with 1.9M reactions from USPTO patents (1976-2016). Task: Predict the product of the given reaction. (1) Given the reactants [F:1][C:2]1[C:3]([NH:20][C:21]2[CH:26]=[CH:25][C:24](I)=[CH:23][C:22]=2[F:28])=[C:4]([C:9]2[O:13][C:12]([NH:14][CH:15]([CH2:18][OH:19])[CH2:16][OH:17])=[N:11][N:10]=2)[CH:5]=[CH:6][C:7]=1[F:8].[CH3:29][Si:30]([C:33]#[CH:34])([CH3:32])[CH3:31], predict the reaction product. The product is: [F:1][C:2]1[C:3]([NH:20][C:21]2[CH:26]=[CH:25][C:24]([C:34]#[C:33][Si:30]([CH3:32])([CH3:31])[CH3:29])=[CH:23][C:22]=2[F:28])=[C:4]([C:9]2[O:13][C:12]([NH:14][CH:15]([CH2:18][OH:19])[CH2:16][OH:17])=[N:11][N:10]=2)[CH:5]=[CH:6][C:7]=1[F:8]. (2) Given the reactants [C:1]([O:5][C:6](=[O:23])[N:7]([CH2:11][CH2:12][C:13]1[CH:22]=[CH:21][C:16]2[C:17](=[O:20])[O:18][CH2:19][C:15]=2[CH:14]=1)[CH2:8][CH:9]=O)([CH3:4])([CH3:3])[CH3:2].Cl.[NH2:25][CH2:26][C:27]([O:29][CH2:30][CH3:31])=[O:28].C([BH3-])#N.[Na+].C(O)(=O)C, predict the reaction product. The product is: [CH2:30]([O:29][C:27](=[O:28])[CH2:26][NH:25][CH2:9][CH2:8][N:7]([C:6]([O:5][C:1]([CH3:4])([CH3:3])[CH3:2])=[O:23])[CH2:11][CH2:12][C:13]1[CH:22]=[CH:21][C:16]2[C:17](=[O:20])[O:18][CH2:19][C:15]=2[CH:14]=1)[CH3:31]. (3) Given the reactants [CH3:1][N:2]1[C:10]2[N:9]=[CH:8][NH:7][C:6]=2[C:5](=[O:11])[NH:4][C:3]1=[O:12].C([O:20][C:21]1[CH:22]=[C:23]([CH:26]=[CH:27][C:28]=1[O:29]CC1C=CC=CC=1)[CH2:24]Cl)C1C=CC=CC=1.[H-].[Na+], predict the reaction product. The product is: [CH3:1][N:2]1[C:10]2[N:9]=[CH:8][N:7]([CH2:24][C:23]3[CH:26]=[CH:27][C:28]([OH:29])=[C:21]([OH:20])[CH:22]=3)[C:6]=2[C:5](=[O:11])[N:4]([CH2:24][C:23]2[CH:26]=[CH:27][C:28]([OH:29])=[C:21]([OH:20])[CH:22]=2)[C:3]1=[O:12]. (4) Given the reactants [CH:1]1([N:4]([CH2:12][C:13]2[CH:14]=[C:15]([CH:23]=[CH:24][C:25]([O:27][CH3:28])=[O:26])[CH:16]=[C:17]3[C:22]=2[N:21]=[CH:20][CH:19]=[CH:18]3)[C:5]([O:7][C:8]([CH3:11])([CH3:10])[CH3:9])=[O:6])[CH2:3][CH2:2]1, predict the reaction product. The product is: [CH:1]1([N:4]([CH2:12][C:13]2[CH:14]=[C:15]([CH2:23][CH2:24][C:25]([O:27][CH3:28])=[O:26])[CH:16]=[C:17]3[C:22]=2[N:21]=[CH:20][CH:19]=[CH:18]3)[C:5]([O:7][C:8]([CH3:10])([CH3:11])[CH3:9])=[O:6])[CH2:3][CH2:2]1. (5) Given the reactants [CH3:1][C:2]1[CH:10]=[CH:9][CH:8]=[C:7]2[C:3]=1[C:4]([CH2:11][C:12]#[N:13])=[CH:5][NH:6]2.[H-].[Na+].[CH3:16]I, predict the reaction product. The product is: [CH3:16][N:6]1[C:7]2[C:3](=[C:2]([CH3:1])[CH:10]=[CH:9][CH:8]=2)[C:4]([CH2:11][C:12]#[N:13])=[CH:5]1. (6) Given the reactants C1[C:10]2[C:5](=CC(C3SC(N)=NC=3)=CC=2)[CH:4]=CN=1.[Br:17][C:18]1[S:22][C:21]([N:23]([C:45]([O:47][C:48]([CH3:51])([CH3:50])[CH3:49])=[O:46])[CH2:24][C@@H:25]([NH:37][C:38](=[O:44])[O:39][C:40]([CH3:43])([CH3:42])[CH3:41])[CH2:26][C:27]2[CH:28]=[N:29][C:30]([C:33]([F:36])([F:35])[F:34])=[CH:31][CH:32]=2)=[N:20][CH:19]=1.B(O)O, predict the reaction product. The product is: [Br:17][C:18]1[S:22][C:21]([NH:23][C:45](=[O:46])[O:47][C:48]([CH3:49])([CH3:50])[CH3:51])=[N:20][C:19]=1[CH:10]1[CH2:5][CH2:4]1.[Br:17][C:18]1[S:22][C:21]([N:23]([C:45]([O:47][C:48]([CH3:51])([CH3:50])[CH3:49])=[O:46])[CH2:24][C@@H:25]([NH:37][C:38](=[O:44])[O:39][C:40]([CH3:41])([CH3:42])[CH3:43])[CH2:26][C:27]2[CH:28]=[N:29][C:30]([C:33]([F:36])([F:34])[F:35])=[CH:31][CH:32]=2)=[N:20][CH:19]=1.